Predict the product of the given reaction. From a dataset of Forward reaction prediction with 1.9M reactions from USPTO patents (1976-2016). (1) Given the reactants [Cl:1][C:2]1[CH:3]=[CH:4][C:5]([N:15]2[CH:19]=[C:18]([CH:20]([F:22])[F:21])[N:17]=[N:16]2)=[C:6]([C:8]2[N:13]=[CH:12][N:11]=[C:10]([OH:14])[CH:9]=2)[CH:7]=1.CN(C(ON1N=NC2C=CC=NC1=2)=[N+](C)C)C.F[P-](F)(F)(F)(F)F.C1CCN2C(=NCCC2)CC1.N[C@@H:59]1[C:75]2[CH:76]=[C:71]([CH:72]=[CH:73][CH:74]=2)[C:70]2[N:69]([CH:77]([F:79])[F:78])[N:68]=[CH:67][C:66]=2[NH:65][C:64](=[O:80])[C@H:63]([CH3:81])[CH2:62][CH2:61][CH2:60]1, predict the reaction product. The product is: [Cl:1][C:2]1[CH:3]=[CH:4][C:5]([N:15]2[CH:19]=[C:18]([CH:20]([F:22])[F:21])[N:17]=[N:16]2)=[C:6]([C:8]2[N:13]=[CH:12][N:11]([C@@H:59]3[C:75]4[CH:76]=[C:71]([CH:72]=[CH:73][CH:74]=4)[C:70]4[N:69]([CH:77]([F:79])[F:78])[N:68]=[CH:67][C:66]=4[NH:65][C:64](=[O:80])[C@H:63]([CH3:81])[CH2:62][CH2:61][CH2:60]3)[C:10](=[O:14])[CH:9]=2)[CH:7]=1. (2) Given the reactants [F:1][C:2]1([F:27])[CH2:7][CH2:6][CH:5]([C:8]([C:10]2[C:18]3[C:13](=[N:14][CH:15]=[C:16]([C:19]4[C:20]([CH3:25])=[N:21][O:22][C:23]=4[CH3:24])[CH:17]=3)[N:12]([CH3:26])[CH:11]=2)=[O:9])[CH2:4][CH2:3]1.[CH2:28]([Li])[CH2:29][CH2:30][CH3:31].O, predict the reaction product. The product is: [F:27][C:2]1([F:1])[CH2:7][CH2:6][CH:5]([C:8]([C:10]2[C:18]3[C:13](=[N:14][CH:15]=[C:16]([C:19]4[C:20]([CH3:25])=[N:21][O:22][C:23]=4[CH3:24])[CH:17]=3)[N:12]([CH3:26])[CH:11]=2)([OH:9])[CH2:28][CH2:29][CH2:30][CH3:31])[CH2:4][CH2:3]1. (3) Given the reactants C([N:8]1[C@@H:13]2[C@@H:14]([O:16][CH3:17])[CH2:15][C@@:9]1([C:34]1[CH:39]=[CH:38][CH:37]=[CH:36][CH:35]=1)[C@H:10]([O:18][CH2:19][C:20]1[CH:25]=[C:24]([C:26]([F:29])([F:28])[F:27])[CH:23]=[C:22]([C:30]([F:33])([F:32])[F:31])[CH:21]=1)[CH2:11][CH2:12]2)C1C=CC=CC=1, predict the reaction product. The product is: [F:29][C:26]([F:27])([F:28])[C:24]1[CH:25]=[C:20]([CH2:19][O:18][C@@H:10]2[CH2:11][CH2:12][C@@H:13]3[NH:8][C@@:9]2([C:34]2[CH:39]=[CH:38][CH:37]=[CH:36][CH:35]=2)[CH2:15][C@@H:14]3[O:16][CH3:17])[CH:21]=[C:22]([C:30]([F:31])([F:32])[F:33])[CH:23]=1. (4) Given the reactants Cl[C:2]1[N:7]([CH3:8])[C:6](=[O:9])[CH:5]=[C:4]([C:10]2[CH:15]=[CH:14][N:13]=[CH:12][CH:11]=2)[N:3]=1.[CH2:16]1[CH:21]2[C:22]3[C:27]([CH2:28][CH2:29][N:20]2[C:19](=[O:30])[CH2:18][NH:17]1)=[CH:26][CH:25]=[CH:24][CH:23]=3.C(N(CC)CC)C, predict the reaction product. The product is: [CH3:8][N:7]1[C:6](=[O:9])[CH:5]=[C:4]([C:10]2[CH:15]=[CH:14][N:13]=[CH:12][CH:11]=2)[N:3]=[C:2]1[N:17]1[CH2:18][C:19](=[O:30])[N:20]2[CH2:29][CH2:28][C:27]3[C:22]([CH:21]2[CH2:16]1)=[CH:23][CH:24]=[CH:25][CH:26]=3. (5) Given the reactants [C:1]([O:5][C:6]([N:8]([CH3:53])[C@@H:9]([CH3:52])[C:10]([NH:12][C@@H:13]([C:48]([CH3:51])([CH3:50])[CH3:49])[C:14]([N:16]1[C@H:25]([C:26]([N:28]([CH2:37][C:38]2[CH:47]=[CH:46][C:41]([C:42]([O:44]C)=[O:43])=[CH:40][CH:39]=2)[CH2:29][CH2:30][C:31]2[CH:36]=[CH:35][CH:34]=[CH:33][CH:32]=2)=[O:27])[CH2:24][C:23]2[C:18](=[CH:19][CH:20]=[CH:21][CH:22]=2)[CH2:17]1)=[O:15])=[O:11])=[O:7])([CH3:4])([CH3:3])[CH3:2].[OH-].[Na+].Cl, predict the reaction product. The product is: [C:1]([O:5][C:6]([N:8]([CH3:53])[C@@H:9]([CH3:52])[C:10]([NH:12][C@@H:13]([C:48]([CH3:51])([CH3:50])[CH3:49])[C:14]([N:16]1[C@H:25]([C:26]([N:28]([CH2:37][C:38]2[CH:47]=[CH:46][C:41]([C:42]([OH:44])=[O:43])=[CH:40][CH:39]=2)[CH2:29][CH2:30][C:31]2[CH:32]=[CH:33][CH:34]=[CH:35][CH:36]=2)=[O:27])[CH2:24][C:23]2[C:18](=[CH:19][CH:20]=[CH:21][CH:22]=2)[CH2:17]1)=[O:15])=[O:11])=[O:7])([CH3:2])([CH3:4])[CH3:3]. (6) Given the reactants [CH2:1]([CH:5]1[CH2:9][CH2:8][NH:7][C:6]1=[O:10])[CH2:2][CH:3]=[CH2:4].[H-].[Na+].[Cl:13][C:14]1[C:18]([N:19]([CH2:25][CH3:26])[C:20](=[O:24])[CH2:21][CH2:22]I)=[CH:17][N:16]([C:27]2[CH:28]=[N:29][CH:30]=[CH:31][CH:32]=2)[N:15]=1.O, predict the reaction product. The product is: [CH2:1]([CH:5]1[CH2:9][CH2:8][N:7]([CH2:22][CH2:21][C:20]([N:19]([C:18]2[C:14]([Cl:13])=[N:15][N:16]([C:27]3[CH:28]=[N:29][CH:30]=[CH:31][CH:32]=3)[CH:17]=2)[CH2:25][CH3:26])=[O:24])[C:6]1=[O:10])[CH2:2][CH:3]=[CH2:4]. (7) Given the reactants Br[C:2]1[S:3][C:4]([Br:15])=[C:5]([CH2:7][C:8]2[CH:13]=[CH:12][C:11]([Cl:14])=[CH:10][CH:9]=2)[N:6]=1.[N:16]1[CH:21]=[CH:20][C:19](B(O)O)=[CH:18][CH:17]=1.C(=O)([O-])[O-].[Na+].[Na+], predict the reaction product. The product is: [Br:15][C:4]1[S:3][C:2]([C:19]2[CH:20]=[CH:21][N:16]=[CH:17][CH:18]=2)=[N:6][C:5]=1[CH2:7][C:8]1[CH:13]=[CH:12][C:11]([Cl:14])=[CH:10][CH:9]=1. (8) Given the reactants N.F[C:3](F)(F)[C:4]([NH:6][CH2:7][CH2:8][CH2:9][N:10]([CH3:28])[CH2:11][CH2:12][CH2:13][NH:14][C:15]1[N:16]=[N+:17]([O-:27])[C:18]2[CH:25]=[CH:24][C:23]([CH3:26])=[CH:22][C:19]=2[N+:20]=1[O-:21])=[O:5].N1(C([C:38]2[C:51]3[C:42](=[N:43][C:44]4[C:49]([N:50]=3)=C[CH:47]=[CH:46][CH:45]=4)[CH:41]=[CH:40][CH:39]=2)=O)C=CN=C1, predict the reaction product. The product is: [CH3:28][N:10]([CH2:11][CH2:12][CH2:13][NH:14][C:15]1[N:16]=[N+:17]([O-:27])[C:18]2[CH:25]=[CH:24][C:23]([CH3:26])=[CH:22][C:19]=2[N+:20]=1[O-:21])[CH2:9][CH2:8][CH2:7][NH:6][C:4]([C:3]1[C:49]2[C:44](=[N:43][C:42]3[C:51]([N:50]=2)=[CH:38][CH:39]=[CH:40][CH:41]=3)[CH:45]=[CH:46][CH:47]=1)=[O:5]. (9) Given the reactants [CH2:1]([O:4][C:5]([C@@H:7]1[CH2:12][CH2:11][N:10]([CH2:13][C:14]2[CH:23]=[CH:22][CH:21]=[C:20]3[C:15]=2[C:16](SC)=[N:17][CH:18]=[N:19]3)[CH2:9][C@@H:8]1[C:26]([O:28][CH3:29])=[O:27])=[O:6])[CH:2]=[CH2:3].[C:30]([C:32]1[CH:33]=[C:34]([CH:36]=[CH:37][CH:38]=1)[NH2:35])#[CH:31].C(OC([C@@H]1CCN(CC2C=CC=C3C=2C(NC2C=CC=C(OC)C=2)=NC=N3)C[C@@H]1C(OC)=O)=O)C=C, predict the reaction product. The product is: [CH2:1]([O:4][C:5]([C@@H:7]1[CH2:12][CH2:11][N:10]([CH2:13][C:14]2[CH:23]=[CH:22][CH:21]=[C:20]3[C:15]=2[C:16]([NH:35][C:34]2[CH:36]=[CH:37][CH:38]=[C:32]([C:30]#[CH:31])[CH:33]=2)=[N:17][CH:18]=[N:19]3)[CH2:9][C@@H:8]1[C:26]([O:28][CH3:29])=[O:27])=[O:6])[CH:2]=[CH2:3]. (10) Given the reactants F[C:2](F)(F)[C:3]([C:5]1[CH:10]=[CH:9][CH:8]=[CH:7][CH:6]=1)=[O:4].O.Cl.NO.[C:17]([O-:20])(O)=O.[Na+].[C:22]1(C)[CH:27]=CC=C[CH:23]=1, predict the reaction product. The product is: [CH2:23]([C:2]1[C:17]([OH:20])=[C:9]([CH2:8][CH2:7][CH3:6])[CH:10]=[CH:5][C:3]=1[OH:4])[CH2:22][CH3:27].